This data is from Full USPTO retrosynthesis dataset with 1.9M reactions from patents (1976-2016). The task is: Predict the reactants needed to synthesize the given product. The reactants are: Br[C:2]1[C:3]([CH3:19])=[C:4]([N:8]2[CH2:16][C:15]3[C:10](=[CH:11][C:12]([F:17])=[CH:13][CH:14]=3)[C:9]2=[O:18])[CH:5]=[CH:6][CH:7]=1.[CH3:20][C:21]1([CH3:37])[C:25]([CH3:27])([CH3:26])[O:24][B:23]([B:23]2[O:24][C:25]([CH3:27])([CH3:26])[C:21]([CH3:37])([CH3:20])[O:22]2)[O:22]1.C([O-])(=O)C.[K+].C(Cl)Cl. Given the product [F:17][C:12]1[CH:11]=[C:10]2[C:15]([CH2:16][N:8]([C:4]3[CH:5]=[CH:6][CH:7]=[C:2]([B:23]4[O:24][C:25]([CH3:27])([CH3:26])[C:21]([CH3:37])([CH3:20])[O:22]4)[C:3]=3[CH3:19])[C:9]2=[O:18])=[CH:14][CH:13]=1, predict the reactants needed to synthesize it.